From a dataset of Forward reaction prediction with 1.9M reactions from USPTO patents (1976-2016). Predict the product of the given reaction. (1) Given the reactants [C:1]([OH:5])([CH3:4])([CH3:3])[CH3:2].[C:6](Cl)(Cl)=[O:7].[NH2:10][C:11]1[CH:16]=[CH:15][CH:14]=[C:13]([CH3:17])[N:12]=1.C(N(CC)C(C)C)(C)C.[OH-].[Na+], predict the reaction product. The product is: [C:1]([O:5][C:6](=[O:7])[NH:10][C:11]1[CH:16]=[CH:15][CH:14]=[C:13]([CH3:17])[N:12]=1)([CH3:4])([CH3:3])[CH3:2]. (2) The product is: [NH2:1][CH2:2][CH2:3][O:4][CH2:5][CH2:6][O:7][CH2:8][CH2:9][O:10][CH2:11][CH2:12][O:13][CH2:14][CH2:15][C:16](=[O:26])[NH:17][NH:18][C:19]([O:21][C:22]([CH3:24])([CH3:23])[CH3:25])=[O:20]. Given the reactants [NH2:1][CH:2](C(OCC1C=CC=CC=1)=O)[CH2:3][O:4][CH2:5][CH2:6][O:7][CH2:8][CH2:9][O:10][CH2:11][CH2:12][O:13][CH2:14][CH2:15][C:16](=[O:26])[NH:17][NH:18][C:19]([O:21][C:22]([CH3:25])([CH3:24])[CH3:23])=[O:20], predict the reaction product.